Dataset: Reaction yield outcomes from USPTO patents with 853,638 reactions. Task: Predict the reaction yield, written as a fraction of the theoretical maximum amount of product (1.0 means a 100% yield; for example, 0.34 means a 34% yield). (1) The reactants are [CH3:1][C:2]([C:9]([OH:11])=[O:10])([CH2:4][CH2:5][C:6]([OH:8])=[O:7])[NH2:3].Cl[C:13]([O:15][CH2:16][C:17]1[CH:22]=[CH:21][CH:20]=[CH:19][CH:18]=1)=[O:14]. The catalyst is [OH-].[Na+]. The product is [CH2:16]([O:15][C:13]([NH:3][C@:2]([CH3:1])([C:9]([OH:11])=[O:10])[CH2:4][CH2:5][C:6]([OH:8])=[O:7])=[O:14])[C:17]1[CH:22]=[CH:21][CH:20]=[CH:19][CH:18]=1. The yield is 0.830. (2) The reactants are C(N1C=CN=C1)(N1C=CN=C1)=[O:2].[CH2:13]1[C:21]2[C:16](=[CH:17][CH:18]=[CH:19][CH:20]=2)[CH2:15][CH:14]1[C@H:22]1[NH:27][C:26](=[O:28])[C@@H:25]([C@@H:29]([CH3:32])[CH2:30][CH3:31])[N:24]([CH:33]([C:44]2[N:45]=[C:46]([CH3:49])[O:47][CH:48]=2)[C:34](NC2C=CC=CC=2O)=[O:35])[C:23]1=[O:50]. The catalyst is ClCCl. The product is [CH2:15]1[C:16]2[C:21](=[CH:20][CH:19]=[CH:18][CH:17]=2)[CH2:13][CH:14]1[C@H:22]1[NH:27][C:26](=[O:28])[C@@H:25]([C@@H:29]([CH3:32])[CH2:30][CH3:31])[N:24]([CH:33]([C:44]2[N:45]=[C:46]([CH3:49])[O:47][CH:48]=2)[C:34]([OH:35])=[O:2])[C:23]1=[O:50]. The yield is 0.730.